This data is from Catalyst prediction with 721,799 reactions and 888 catalyst types from USPTO. The task is: Predict which catalyst facilitates the given reaction. (1) Reactant: [C:1]([O:5][C:6]([NH:8][C@H:9]([C:34]([O:36][CH3:37])=[O:35])[CH2:10][C:11]1[S:12][C:13]([CH:16]=[CH:17][CH2:18][C:19]2[CH:24]=[CH:23][CH:22]=[C:21]([N:25]([C:27]([O:29][C:30]([CH3:33])([CH3:32])[CH3:31])=[O:28])[CH3:26])[N:20]=2)=[CH:14][CH:15]=1)=[O:7])([CH3:4])([CH3:3])[CH3:2]. Product: [C:1]([O:5][C:6]([NH:8][C@H:9]([C:34]([O:36][CH3:37])=[O:35])[CH2:10][C:11]1[S:12][C:13]([CH2:16][CH2:17][CH2:18][C:19]2[CH:24]=[CH:23][CH:22]=[C:21]([N:25]([C:27]([O:29][C:30]([CH3:32])([CH3:31])[CH3:33])=[O:28])[CH3:26])[N:20]=2)=[CH:14][CH:15]=1)=[O:7])([CH3:4])([CH3:2])[CH3:3]. The catalyst class is: 29. (2) Reactant: [C:12]([O:11][C:9](O[C:9]([O:11][C:12]([CH3:15])([CH3:14])[CH3:13])=[O:10])=[O:10])([CH3:15])([CH3:14])[CH3:13].[NH2:16][CH2:17][CH:18]([OH:21])[CH2:19][CH3:20].C(N(CC)C(C)C)(C)C. Product: [OH:21][CH:18]([CH2:19][CH3:20])[CH2:17][NH:16][C:9](=[O:10])[O:11][C:12]([CH3:13])([CH3:14])[CH3:15]. The catalyst class is: 2. (3) Product: [C:1]([CH2:3][C:4]([N:18]([CH2:17][C:16]1[CH:36]=[CH:37][C:38]([O:40][CH3:41])=[CH:39][C:15]=1[O:14][CH3:13])[C:19]1[CH:24]=[CH:23][C:22]([O:25][CH3:26])=[CH:21][C:20]=1[C:27](=[O:28])[C:29]1[CH:34]=[CH:33][CH:32]=[C:31]([F:35])[CH:30]=1)=[O:5])#[N:2]. The catalyst class is: 4. Reactant: [C:1]([CH2:3][C:4](O)=[O:5])#[N:2].P(Cl)(Cl)(Cl)(Cl)Cl.[CH3:13][O:14][C:15]1[CH:39]=[C:38]([O:40][CH3:41])[CH:37]=[CH:36][C:16]=1[CH2:17][NH:18][C:19]1[CH:24]=[CH:23][C:22]([O:25][CH3:26])=[CH:21][C:20]=1[C:27]([C:29]1[CH:34]=[CH:33][CH:32]=[C:31]([F:35])[CH:30]=1)=[O:28].